This data is from CYP3A4 inhibition data for predicting drug metabolism from PubChem BioAssay. The task is: Regression/Classification. Given a drug SMILES string, predict its absorption, distribution, metabolism, or excretion properties. Task type varies by dataset: regression for continuous measurements (e.g., permeability, clearance, half-life) or binary classification for categorical outcomes (e.g., BBB penetration, CYP inhibition). Dataset: cyp3a4_veith. (1) The drug is COCCn1c(=O)c(-c2ccccc2)nc2cnc(Oc3ccc(OC)cc3)nc21. The result is 1 (inhibitor). (2) The molecule is CC(C)(C)NC(=O)CN(Cc1cccs1)C(=O)C1COc2ccccc2O1. The result is 1 (inhibitor). (3) The molecule is CCCCN1C(=O)/C(=c2\sc3nc(=O)c(-c4ccccc4)nn3c2=O)c2ccccc21. The result is 1 (inhibitor).